This data is from Cav3 T-type calcium channel HTS with 100,875 compounds. The task is: Binary Classification. Given a drug SMILES string, predict its activity (active/inactive) in a high-throughput screening assay against a specified biological target. The drug is O=c1[nH]c(=O)n(c2nc3n(CC(CN3c3ccc(Oc4ccccc4)cc3)C)c12)C. The result is 0 (inactive).